From a dataset of Reaction yield outcomes from USPTO patents with 853,638 reactions. Predict the reaction yield, written as a fraction of the theoretical maximum amount of product (1.0 means a 100% yield; for example, 0.34 means a 34% yield). (1) The reactants are [C:1](=[N:9][OH:10])([NH2:8])[C:2]1[CH:7]=[CH:6][CH:5]=[CH:4][CH:3]=1.[C:11](#N)[C:12]1[CH:17]=[CH:16][C:15]([O:18][CH3:19])=[CH:14][CH:13]=1.C(OCC)(=O)C.Cl. The catalyst is [Cl-].[Zn+2].[Cl-].C(OCCCC)(=O)C. The product is [CH3:19][O:18][C:15]1[CH:16]=[CH:17][C:12]([C:11]2[O:10][N:9]=[C:1]([C:2]3[CH:7]=[CH:6][CH:5]=[CH:4][CH:3]=3)[N:8]=2)=[CH:13][CH:14]=1. The yield is 0.226. (2) The reactants are [Cl:1][C:2]1[C:3]2[CH:14]=[CH:13][C:12](=[O:15])[N:11]([C:16]3[C:21]([F:22])=[CH:20][CH:19]=[CH:18][C:17]=3[F:23])[C:4]=2[N:5]=[C:6](S(C)=O)[N:7]=1.[CH3:24][CH:25]1[CH2:30][CH2:29][N:28]([CH:31]2[CH2:36][CH2:35][NH:34][CH2:33][CH2:32]2)[CH2:27][CH2:26]1.C(N(CC)CC)C. The catalyst is ClCCl. The product is [Cl:1][C:2]1[C:3]2[CH:14]=[CH:13][C:12](=[O:15])[N:11]([C:16]3[C:21]([F:22])=[CH:20][CH:19]=[CH:18][C:17]=3[F:23])[C:4]=2[N:5]=[C:6]([N:34]2[CH2:35][CH2:36][CH:31]([N:28]3[CH2:29][CH2:30][CH:25]([CH3:24])[CH2:26][CH2:27]3)[CH2:32][CH2:33]2)[N:7]=1. The yield is 0.510. (3) The reactants are [N+:1]([C:4]1[CH:9]=[CH:8][CH:7]=[CH:6][C:5]=1[C:10]1[S:11][C:12]2[CH:17]=[CH:16][N:15]=[CH:14][C:13]=2[N:18]=1)([O-])=O.[NH4+].[Cl-]. The catalyst is CO.O.[Fe]. The product is [S:11]1[C:12]2[CH:17]=[CH:16][N:15]=[CH:14][C:13]=2[N:18]=[C:10]1[C:5]1[CH:6]=[CH:7][CH:8]=[CH:9][C:4]=1[NH2:1]. The yield is 0.730. (4) The reactants are O=C1C2C(=CC=CC=2)C(=O)[N:3]1[CH2:12][C@@H:13]([NH:25][C:26]([C:28]1[S:29][C:30]([CH2:39][CH3:40])=[C:31]([C:33]2[N:37]([CH3:38])[N:36]=[CH:35][CH:34]=2)[CH:32]=1)=[O:27])[CH2:14][C:15]1[CH:20]=[CH:19][CH:18]=[CH:17][C:16]=1[C:21]([F:24])([F:23])[F:22].NN. The catalyst is O1CCCC1.CO. The product is [NH2:3][CH2:12][C@@H:13]([NH:25][C:26]([C:28]1[S:29][C:30]([CH2:39][CH3:40])=[C:31]([C:33]2[N:37]([CH3:38])[N:36]=[CH:35][CH:34]=2)[CH:32]=1)=[O:27])[CH2:14][C:15]1[CH:20]=[CH:19][CH:18]=[CH:17][C:16]=1[C:21]([F:24])([F:23])[F:22]. The yield is 0.572. (5) The reactants are [C:1]1([C:7]2[CH:15]=[CH:14][CH:13]=[C:12]3[C:8]=2[CH:9]=[CH:10][NH:11]3)[CH:6]=[CH:5][CH:4]=[CH:3][CH:2]=1.[Br-].[Br-].[Br-].[NH+]1C=CC=CC=1.[NH+]1C=CC=CC=1.[NH+]1C=CC=CC=1.[OH2:37]. The catalyst is CC(O)(C)C.C(O)C.C(O)(=O)C.[Zn]. The product is [C:1]1([C:7]2[CH:15]=[CH:14][CH:13]=[C:12]3[C:8]=2[CH2:9][C:10](=[O:37])[NH:11]3)[CH:2]=[CH:3][CH:4]=[CH:5][CH:6]=1. The yield is 0.670. (6) The reactants are [CH:1]([C:4]1[CH:9]=[CH:8][CH:7]=[CH:6][C:5]=1[O:10][CH2:11][O:12][CH2:13][CH2:14][O:15][CH3:16])([CH3:3])[CH3:2].N#C[Br:19]. The catalyst is CCOCC. The product is [Br:19][C:6]1[CH:7]=[CH:8][CH:9]=[C:4]([CH:1]([CH3:3])[CH3:2])[C:5]=1[O:10][CH2:11][O:12][CH2:13][CH2:14][O:15][CH3:16]. The yield is 0.485. (7) The yield is 0.440. The reactants are Cl.CCO.[CH2:5]([O:12][N:13]=[CH2:14])[C:6]1[CH:11]=[CH:10][CH:9]=[CH:8][CH:7]=1. The catalyst is CCO. The product is [CH2:5]([O:12][NH:13][CH3:14])[C:6]1[CH:11]=[CH:10][CH:9]=[CH:8][CH:7]=1. (8) The reactants are [Br:1][C:2]1[CH:10]=[CH:9][C:5]([C:6]([OH:8])=[O:7])=[CH:4][C:3]=1[OH:11].C(=O)([O-])[O-].[Cs+].[Cs+].Br[CH2:19][CH2:20][CH2:21][CH3:22]. The catalyst is CN(C=O)C.O. The product is [Br:1][C:2]1[CH:10]=[CH:9][C:5]([C:6]([O:8][CH2:19][CH2:20][CH2:21][CH3:22])=[O:7])=[CH:4][C:3]=1[O:11][CH2:10][CH2:2][CH2:3][CH3:4]. The yield is 0.668. (9) The reactants are [C:1]([N:4]1[CH2:9][CH2:8][N:7]2[N:10]=[C:11]([NH:13][C:14]3[C:15](=[O:22])[N:16]([CH3:21])[CH:17]=[C:18](Br)[CH:19]=3)[CH:12]=[C:6]2[CH2:5]1)(=[O:3])[CH3:2].[B:23]1([B:23]2[O:27][C:26]([CH3:29])([CH3:28])[C:25]([CH3:31])([CH3:30])[O:24]2)[O:27][C:26]([CH3:29])([CH3:28])[C:25]([CH3:31])([CH3:30])[O:24]1.CC(C1C=C(C(C)C)C(C2C=CC=CC=2P(C2CCCCC2)C2CCCCC2)=C(C(C)C)C=1)C.C([O-])(=O)C.[K+]. The catalyst is C1C=CC(/C=C/C(/C=C/C2C=CC=CC=2)=O)=CC=1.C1C=CC(/C=C/C(/C=C/C2C=CC=CC=2)=O)=CC=1.C1C=CC(/C=C/C(/C=C/C2C=CC=CC=2)=O)=CC=1.[Pd].[Pd].O1CCOCC1. The product is [C:1]([N:4]1[CH2:9][CH2:8][N:7]2[N:10]=[C:11]([NH:13][C:14]3[C:15](=[O:22])[N:16]([CH3:21])[CH:17]=[C:18]([B:23]4[O:27][C:26]([CH3:29])([CH3:28])[C:25]([CH3:31])([CH3:30])[O:24]4)[CH:19]=3)[CH:12]=[C:6]2[CH2:5]1)(=[O:3])[CH3:2]. The yield is 0.800. (10) The reactants are [NH2:1][C:2]1[CH:11]=[C:10]2[C:5]([CH:6]=[CH:7][CH:8]=[C:9]2[CH:12]2[CH2:17][CH2:16][CH2:15][N:14]([CH3:18])[CH2:13]2)=[CH:4][CH:3]=1.C(N(CC)CC)C.[C:26](Cl)(=[O:33])[C:27]1[CH:32]=[CH:31][CH:30]=[CH:29][CH:28]=1. The catalyst is O1CCCC1. The product is [C:26]([NH:1][C:2]1[CH:11]=[C:10]2[C:5]([CH:6]=[CH:7][CH:8]=[C:9]2[CH:12]2[CH2:17][CH2:16][CH2:15][N:14]([CH3:18])[CH2:13]2)=[CH:4][CH:3]=1)(=[O:33])[C:27]1[CH:32]=[CH:31][CH:30]=[CH:29][CH:28]=1. The yield is 0.310.